This data is from Catalyst prediction with 721,799 reactions and 888 catalyst types from USPTO. The task is: Predict which catalyst facilitates the given reaction. (1) Reactant: [NH2:1][C:2]1[C:11]2[N:12]=[C:13]([CH2:15][CH3:16])[S:14][C:10]=2[C:9]2[CH:8]=[CH:7][C:6]([OH:17])=[CH:5][C:4]=2[N:3]=1.C(=O)([O-])[O-].[Cs+].[Cs+].Cl[CH2:25][C:26]1[O:30][C:29]([C:31]([O:33][CH2:34][CH3:35])=[O:32])=[CH:28][CH:27]=1. Product: [NH2:1][C:2]1[C:11]2[N:12]=[C:13]([CH2:15][CH3:16])[S:14][C:10]=2[C:9]2[CH:8]=[CH:7][C:6]([O:17][CH2:25][C:26]3[O:30][C:29]([C:31]([O:33][CH2:34][CH3:35])=[O:32])=[CH:28][CH:27]=3)=[CH:5][C:4]=2[N:3]=1. The catalyst class is: 3. (2) Product: [F:1][C:2]1[CH:7]=[CH:6][C:5]([CH3:8])=[CH:4][C:3]=1[NH:9][C:10]([NH:12][C:13]1[CH:14]=[CH:15][C:16]([O:17][C:18]2[CH:23]=[CH:22][N:21]=[C:20]([C:24]3[NH:28][CH:27]=[C:26]([C:29]([NH:76][CH2:75][CH2:74][CH2:73][C:72]4[N:68]=[N:69][NH:70][N:71]=4)=[O:31])[CH:25]=3)[CH:19]=2)=[CH:32][CH:33]=1)=[O:11]. Reactant: [F:1][C:2]1[CH:7]=[CH:6][C:5]([CH3:8])=[CH:4][C:3]=1[NH:9][C:10]([NH:12][C:13]1[CH:33]=[CH:32][C:16]([O:17][C:18]2[CH:23]=[CH:22][N:21]=[C:20]([C:24]3[NH:28][CH:27]=[C:26]([C:29]([OH:31])=O)[CH:25]=3)[CH:19]=2)=[CH:15][CH:14]=1)=[O:11].CN(C(ON1N=NC2C=CC=NC1=2)=[N+](C)C)C.F[P-](F)(F)(F)(F)F.C(N(CC)C(C)C)(C)C.Cl.[NH:68]1[C:72]([CH2:73][CH2:74][CH2:75][NH2:76])=[N:71][N:70]=[N:69]1.Cl. The catalyst class is: 18. (3) Reactant: C([O-])([O-])=O.[K+].[K+].CS(O[CH:12]1[CH2:17][CH2:16][O:15][CH2:14][CH:13]1[C:18]1[CH:23]=[CH:22][C:21]([Cl:24])=[CH:20][CH:19]=1)(=O)=O.[F:25][C:26]([F:35])([F:34])[C:27]1[CH:28]=[C:29]([SH:33])[CH:30]=[CH:31][CH:32]=1. Product: [Cl:24][C:21]1[CH:20]=[CH:19][C:18]([CH:13]2[CH:12]([S:33][C:29]3[CH:30]=[CH:31][CH:32]=[C:27]([C:26]([F:25])([F:34])[F:35])[CH:28]=3)[CH2:17][CH2:16][O:15][CH2:14]2)=[CH:23][CH:22]=1. The catalyst class is: 3. (4) Reactant: [CH3:1][CH:2]([CH3:10])[C:3]([C:5]1[S:6][CH:7]=[CH:8][CH:9]=1)=[O:4].[Cl-].[Al+3].[Cl-].[Cl-].[Br:15]Br. Product: [Br:15][C:8]1[CH:9]=[C:5]([C:3](=[O:4])[CH:2]([CH3:10])[CH3:1])[S:6][CH:7]=1. The catalyst class is: 22. (5) Reactant: [Li]CCCC.[C:6]([Si:10]([CH3:23])([CH3:22])[O:11][C@H:12]1[CH2:16][CH2:15][N:14]([C:17]2[S:18][CH:19]=[CH:20][N:21]=2)[CH2:13]1)([CH3:9])([CH3:8])[CH3:7].CN([CH:27]=[O:28])C.O. Product: [C:6]([Si:10]([CH3:23])([CH3:22])[O:11][C@H:12]1[CH2:16][CH2:15][N:14]([C:17]2[S:18][C:19]([CH:27]=[O:28])=[CH:20][N:21]=2)[CH2:13]1)([CH3:9])([CH3:8])[CH3:7]. The catalyst class is: 1. (6) Reactant: [C:1]([O:5][C:6](=[O:16])[NH:7][C:8]1[CH:13]=[C:12]([NH2:14])[CH:11]=[CH:10][C:9]=1[F:15])([CH3:4])([CH3:3])[CH3:2].[Cl:17]N1C(=O)CCC1=O.C(=O)([O-])O.[Na+]. Product: [C:1]([O:5][C:6](=[O:16])[NH:7][C:8]1[CH:13]=[C:12]([NH2:14])[C:11]([Cl:17])=[CH:10][C:9]=1[F:15])([CH3:4])([CH3:2])[CH3:3]. The catalyst class is: 9. (7) Reactant: Cl[C:2]([C:13]1[CH:18]=[CH:17][CH:16]=[CH:15][CH:14]=1)=[N:3][N:4]=[C:5](Cl)[C:6]1[CH:11]=[CH:10][CH:9]=[CH:8][CH:7]=1.[Br:19][C:20]1[CH:26]=[CH:25][C:23]([NH2:24])=[CH:22][CH:21]=1.CN(C)C1C=CC=CC=1. Product: [Br:19][C:20]1[CH:26]=[CH:25][C:23]([N:24]2[C:5]([C:6]3[CH:11]=[CH:10][CH:9]=[CH:8][CH:7]=3)=[N:4][N:3]=[C:2]2[C:13]2[CH:18]=[CH:17][CH:16]=[CH:15][CH:14]=2)=[CH:22][CH:21]=1. The catalyst class is: 11. (8) Reactant: [CH3:1][N:2]([N:4]=[CH:5][C:6]1[CH:11]=[CH:10][C:9]([C:12]([N:14]2[CH2:19][CH2:18][N:17]([S:20]([C:23]3[NH:24][C:25]4[C:30]([CH:31]=3)=[CH:29][C:28]([Cl:32])=[CH:27][CH:26]=4)(=[O:22])=[O:21])[CH2:16][CH:15]2[C:33]([O:35]C)=[O:34])=[O:13])=[CH:8][CH:7]=1)[CH3:3].O.O[Li].O. Product: [CH3:3][N:2]([N:4]=[CH:5][C:6]1[CH:11]=[CH:10][C:9]([C:12]([N:14]2[CH2:19][CH2:18][N:17]([S:20]([C:23]3[NH:24][C:25]4[C:30]([CH:31]=3)=[CH:29][C:28]([Cl:32])=[CH:27][CH:26]=4)(=[O:22])=[O:21])[CH2:16][CH:15]2[C:33]([OH:35])=[O:34])=[O:13])=[CH:8][CH:7]=1)[CH3:1]. The catalyst class is: 5.